This data is from Catalyst prediction with 721,799 reactions and 888 catalyst types from USPTO. The task is: Predict which catalyst facilitates the given reaction. (1) Reactant: CO[C:3]([C:5]1[N:6]=[C:7]([C:23]#[N:24])[C:8]2[C:13]([C:14]=1[OH:15])=[CH:12][CH:11]=[CH:10][C:9]=2[O:16][C:17]1[CH:22]=[CH:21][CH:20]=[CH:19][CH:18]=1)=[O:4].[NH2:25][C@H:26]([C:28]([OH:30])=[O:29])[CH3:27]. Product: [C:23]([C:7]1[C:8]2[C:13](=[CH:12][CH:11]=[CH:10][C:9]=2[O:16][C:17]2[CH:18]=[CH:19][CH:20]=[CH:21][CH:22]=2)[C:14]([OH:15])=[C:5]([C:3]([NH:25][C@@H:26]([CH3:27])[C:28]([OH:30])=[O:29])=[O:4])[N:6]=1)#[N:24]. The catalyst class is: 779. (2) Reactant: Br[C:2]1[C:7]([NH2:8])=[CH:6][C:5]([Br:9])=[CH:4][N:3]=1.[CH3:10][O:11][C:12]1[CH:17]=[CH:16][C:15](B(O)O)=[CH:14][CH:13]=1.C(=O)([O-])[O-].[Na+].[Na+]. Product: [Br:9][C:5]1[CH:6]=[C:7]([NH2:8])[C:2]([C:15]2[CH:16]=[CH:17][C:12]([O:11][CH3:10])=[CH:13][CH:14]=2)=[N:3][CH:4]=1. The catalyst class is: 551. (3) Reactant: [C:1]1([CH:7]([O:9][C:10]([N:12]2[CH:16]=[CH:15][N:14]=[CH:13]2)=[O:11])[CH3:8])[CH:6]=[CH:5][CH:4]=[CH:3][CH:2]=1.Cl.Cl.N[CH:20]1[CH:25]2CCN(C[CH2:24]2)[CH2:21]1.C(=O)([O-])[O-].[Na+].[Na+]. Product: [C:1]1([CH:7]([O:9][C:10](=[O:11])[NH:12][CH:16]2[CH:25]3[CH2:24][CH2:13][N:14]([CH2:21][CH2:20]3)[CH2:15]2)[CH3:8])[CH:2]=[CH:3][CH:4]=[CH:5][CH:6]=1. The catalyst class is: 9. (4) Reactant: [OH:1][C@H:2]1[CH2:7][N:6]([C:8]([C:10]2[CH:14]=[CH:13][S:12][C:11]=2[C:15]2[N:20]=[CH:19][CH:18]=[CH:17][N:16]=2)=[O:9])[C@H:5]([CH3:21])[CH2:4][CH2:3]1.[H-].[Na+].[Br:24][C:25]1[CH:30]=[CH:29][N:28]=[C:27](F)[CH:26]=1. Product: [Br:24][C:25]1[CH:30]=[CH:29][N:28]=[C:27]([O:1][C@H:2]2[CH2:7][N:6]([C:8]([C:10]3[CH:14]=[CH:13][S:12][C:11]=3[C:15]3[N:20]=[CH:19][CH:18]=[CH:17][N:16]=3)=[O:9])[C@H:5]([CH3:21])[CH2:4][CH2:3]2)[CH:26]=1. The catalyst class is: 7. (5) Reactant: [N+:1]([C:4]1[CH:5]=[C:6]([NH:10][C:11]([C:13]2[CH:22]=[CH:21][C:20]3[C:15](=[CH:16][CH:17]=[CH:18][CH:19]=3)[CH:14]=2)=[O:12])[CH:7]=[CH:8][CH:9]=1)([O-])=O.Cl.C(=O)(O)[O-].[Na+]. Product: [NH2:1][C:4]1[CH:5]=[C:6]([NH:10][C:11]([C:13]2[CH:22]=[CH:21][C:20]3[C:15](=[CH:16][CH:17]=[CH:18][CH:19]=3)[CH:14]=2)=[O:12])[CH:7]=[CH:8][CH:9]=1. The catalyst class is: 186. (6) Reactant: [F:1][C:2]1[CH:19]=[CH:18][C:5]([CH2:6][CH:7]2[CH2:12][CH2:11][N:10]([C:13](=[O:17])[C:14]([OH:16])=O)[CH2:9][CH2:8]2)=[CH:4][CH:3]=1.[NH2:20][C:21]1[CH:26]=[CH:25][C:24]([OH:27])=[CH:23][CH:22]=1. Product: [F:1][C:2]1[CH:3]=[CH:4][C:5]([CH2:6][CH:7]2[CH2:8][CH2:9][N:10]([C:13](=[O:17])[C:14]([NH:20][C:21]3[CH:26]=[CH:25][C:24]([OH:27])=[CH:23][CH:22]=3)=[O:16])[CH2:11][CH2:12]2)=[CH:18][CH:19]=1. The catalyst class is: 27. (7) Reactant: Br[C:2]1[CH:7]=[CH:6][N:5]=[CH:4][C:3]=1[CH3:8].[CH3:9][C:10]1([CH3:26])[C:14]([CH3:16])([CH3:15])[O:13][B:12]([B:12]2[O:13][C:14]([CH3:16])([CH3:15])[C:10]([CH3:26])([CH3:9])[O:11]2)[O:11]1.CC([O-])=O.[K+]. Product: [CH3:8][C:3]1[CH:4]=[N:5][CH:6]=[CH:7][C:2]=1[B:12]1[O:13][C:14]([CH3:16])([CH3:15])[C:10]([CH3:26])([CH3:9])[O:11]1. The catalyst class is: 75. (8) Reactant: [NH:1]1[C:9]2[C:4](=[N:5][CH:6]=[CH:7][CH:8]=2)[CH:3]=[CH:2]1.[CH2:10]([O:12][C:13](=[O:25])[C:14]1[CH:19]=[CH:18][C:17](F)=[CH:16][C:15]=1[O:21][CH2:22][O:23][CH3:24])[CH3:11].C(=O)([O-])[O-].[Cs+].[Cs+].O. Product: [CH2:10]([O:12][C:13](=[O:25])[C:14]1[CH:19]=[CH:18][C:17]([N:1]2[C:9]3[C:4](=[N:5][CH:6]=[CH:7][CH:8]=3)[CH:3]=[CH:2]2)=[CH:16][C:15]=1[O:21][CH2:22][O:23][CH3:24])[CH3:11]. The catalyst class is: 9. (9) Reactant: [C-:1]#[N:2].[K+].C=O.[C:6]([O:13][C:14](OC(C)(C)C)=O)([O:8][C:9]([CH3:12])([CH3:11])[CH3:10])=[O:7]. Product: [C:6](=[O:7])([O:13][CH2:14][C:1]#[N:2])[O:8][C:9]([CH3:10])([CH3:11])[CH3:12]. The catalyst class is: 5.